The task is: Predict the product of the given reaction.. This data is from Forward reaction prediction with 1.9M reactions from USPTO patents (1976-2016). (1) Given the reactants C(OC(=O)[NH:7][C@H:8]([C:13](=[O:17])[N:14]([CH3:16])[CH3:15])[CH2:9][CH:10]1[CH2:12][CH2:11]1)(C)(C)C.[ClH:19].O1CCOCC1, predict the reaction product. The product is: [ClH:19].[NH2:7][C@@H:8]([CH2:9][CH:10]1[CH2:12][CH2:11]1)[C:13]([N:14]([CH3:16])[CH3:15])=[O:17]. (2) The product is: [N:24]1([C:21]2[N:22]=[CH:23][C:18]([C:16]3[CH:15]=[CH:14][C:13]4[N:9]([C:7]5[S:8][C:4]([C:2]([NH2:1])=[O:3])=[C:5]([O:37][C@@H:38]([C:40]6[CH:45]=[CH:44][CH:43]=[CH:42][C:41]=6[C:46]([F:47])([F:48])[F:49])[CH3:39])[CH:6]=5)[CH:10]=[N:11][C:12]=4[CH:17]=3)=[CH:19][CH:20]=2)[CH2:29][CH2:28][NH:27][CH2:26][CH2:25]1. Given the reactants [NH2:1][C:2]([C:4]1[S:8][C:7]([N:9]2[C:13]3[CH:14]=[CH:15][C:16]([C:18]4[CH:19]=[CH:20][C:21]([N:24]5[CH2:29][CH2:28][N:27](C(OC(C)(C)C)=O)[CH2:26][CH2:25]5)=[N:22][CH:23]=4)=[CH:17][C:12]=3[N:11]=[CH:10]2)=[CH:6][C:5]=1[O:37][C@@H:38]([C:40]1[CH:45]=[CH:44][CH:43]=[CH:42][C:41]=1[C:46]([F:49])([F:48])[F:47])[CH3:39])=[O:3].FC(F)(F)C(O)=O, predict the reaction product.